From a dataset of Catalyst prediction with 721,799 reactions and 888 catalyst types from USPTO. Predict which catalyst facilitates the given reaction. (1) Reactant: Cl[C:2]1[N:6]([CH3:7])[C:5]2[C:8]([CH:16]([CH2:19][CH3:20])[CH2:17][CH3:18])=[CH:9][CH:10]=[C:11]([C:12]([O:14][CH3:15])=[O:13])[C:4]=2[N:3]=1.[Cl:21][C:22]1[CH:23]=[C:24]([CH3:30])[C:25]([OH:29])=[C:26]([Cl:28])[CH:27]=1.C(=O)([O-])[O-].[K+].[K+].CN(C)C=O. Product: [Cl:28][C:26]1[CH:27]=[C:22]([Cl:21])[CH:23]=[C:24]([CH3:30])[C:25]=1[O:29][C:2]1[N:6]([CH3:7])[C:5]2[C:8]([CH:16]([CH2:19][CH3:20])[CH2:17][CH3:18])=[CH:9][CH:10]=[C:11]([C:12]([O:14][CH3:15])=[O:13])[C:4]=2[N:3]=1. The catalyst class is: 389. (2) Reactant: [CH3:1][S:2](Cl)(=[O:4])=[O:3].[Cl:6][C:7]1[N:8]([CH2:15][C:16]([OH:20])([CH3:19])[CH2:17][OH:18])[CH:9]=[C:10]([N+:12]([O-:14])=[O:13])[N:11]=1.Cl. Product: [Cl:6][C:7]1[N:8]([CH2:15][C:16]([OH:20])([CH3:19])[CH2:17][O:18][S:2]([CH3:1])(=[O:4])=[O:3])[CH:9]=[C:10]([N+:12]([O-:14])=[O:13])[N:11]=1. The catalyst class is: 17. (3) Reactant: [CH3:1][O:2][C:3]1[CH:34]=[CH:33][C:6]([C:7]([NH:9][C:10]2[S:14][C:13]([NH:15][C:16]3[CH:17]=[CH:18][C:19]([NH:22]C(=O)OC(C)(C)C)=[N:20][CH:21]=3)=[N:12][C:11]=2[C:30](=[O:32])[NH2:31])=[O:8])=[CH:5][CH:4]=1.Cl.O1CCOCC1. Product: [NH2:22][C:19]1[N:20]=[CH:21][C:16]([NH:15][C:13]2[S:14][C:10]([NH:9][C:7](=[O:8])[C:6]3[CH:33]=[CH:34][C:3]([O:2][CH3:1])=[CH:4][CH:5]=3)=[C:11]([C:30]([NH2:31])=[O:32])[N:12]=2)=[CH:17][CH:18]=1. The catalyst class is: 12. (4) The catalyst class is: 112. Product: [Br:1][C:2]1[CH:3]=[C:4]([C:21]([NH:34][C:31]2[CH:30]=[CH:29][C:28]([C:27]([O:26][CH2:24][CH3:25])=[O:35])=[CH:33][CH:32]=2)=[O:23])[CH:5]=[C:6]2[C:11]=1[O:10][C:9]([CH3:12])([CH3:13])[CH:8]=[C:7]2[C:14]1[CH:19]=[CH:18][C:17]([CH3:20])=[CH:16][CH:15]=1. Reactant: [Br:1][C:2]1[CH:3]=[C:4]([C:21]([OH:23])=O)[CH:5]=[C:6]2[C:11]=1[O:10][C:9]([CH3:13])([CH3:12])[CH:8]=[C:7]2[C:14]1[CH:19]=[CH:18][C:17]([CH3:20])=[CH:16][CH:15]=1.[CH2:24]([O:26][C:27](=[O:35])[C:28]1[CH:33]=[CH:32][C:31]([NH2:34])=[CH:30][CH:29]=1)[CH3:25].C(N=C=NCCCN(C)C)C. (5) Reactant: Cl[C:2]1[CH:7]=[CH:6][N:5]=[C:4]([NH:8][CH2:9][C:10]2[O:14][N:13]=[C:12]([CH:15]3[CH2:17][CH2:16]3)[CH:11]=2)[N:3]=1.[O:18]1[CH:22]=[CH:21][CH:20]=[C:19]1[C:23]1[CH:24]=[C:25]([NH2:28])[NH:26][N:27]=1. Product: [CH:15]1([C:12]2[CH:11]=[C:10]([CH2:9][NH:8][C:4]3[N:3]=[C:2]([NH:28][C:25]4[NH:26][N:27]=[C:23]([C:19]5[O:18][CH:22]=[CH:21][CH:20]=5)[CH:24]=4)[CH:7]=[CH:6][N:5]=3)[O:14][N:13]=2)[CH2:17][CH2:16]1. The catalyst class is: 8. (6) Reactant: [C:1]([O:3][CH2:4][CH3:5])#[CH:2].[Li]CCCC.[C:11]1(=[O:16])[CH2:15][CH2:14][CH2:13][CH2:12]1.[NH4+].[Cl-]. Product: [CH2:1]([O:3][C:4]#[C:5][C:11]1([OH:16])[CH2:15][CH2:14][CH2:13][CH2:12]1)[CH3:2]. The catalyst class is: 1. (7) Reactant: [C:1]([OH:6])(=O)[CH:2]([CH3:4])[CH3:3].C(N(CC)CC)C.ClC(OCC)=O.[NH:20]1[CH2:25][CH2:24][CH:23]([CH2:26][OH:27])[CH2:22][CH2:21]1. Product: [OH:27][CH2:26][CH:23]1[CH2:24][CH2:25][N:20]([C:1](=[O:6])[CH:2]([CH3:4])[CH3:3])[CH2:21][CH2:22]1. The catalyst class is: 46. (8) Reactant: Cl[C:2]1[CH:3]=[CH:4][C:5]2[C:6]3[C:14]([NH:15][C@@H:16]4[CH2:21][CH2:20][C@@H:19]([OH:22])[CH2:18][C@H:17]4[CH3:23])=[N:13][CH:12]=[C:11]([C:24]#[N:25])[C:7]=3[NH:8][C:9]=2[CH:10]=1.[CH3:26][N:27]1[CH:31]=[C:30](B2OC(C)(C)C(C)(C)O2)[CH:29]=[N:28]1.C1(P(C2CCCCC2)C2CCCCC2)CCCCC1.[O-]P([O-])([O-])=O.[K+].[K+].[K+]. Product: [OH:22][C@@H:19]1[CH2:20][CH2:21][C@@H:16]([NH:15][C:14]2[C:6]3[C:5]4[CH:4]=[CH:3][C:2]([C:30]5[CH:29]=[N:28][N:27]([CH3:26])[CH:31]=5)=[CH:10][C:9]=4[NH:8][C:7]=3[C:11]([C:24]#[N:25])=[CH:12][N:13]=2)[C@H:17]([CH3:23])[CH2:18]1. The catalyst class is: 110. (9) Reactant: [Cl:1][C:2]1[CH:7]=[CH:6][C:5]([N:8]2[C:13](=[O:14])[CH:12]=[C:11]([C:15]([F:18])([F:17])[F:16])[NH:10][C:9]2=[O:19])=[C:4]([N+:20]([O-:22])=[O:21])[CH:3]=1.S(OC)(O[CH3:27])(=O)=O.C(=O)([O-])[O-].[K+].[K+]. Product: [Cl:1][C:2]1[CH:7]=[CH:6][C:5]([N:8]2[C:13](=[O:14])[CH:12]=[C:11]([C:15]([F:17])([F:18])[F:16])[N:10]([CH3:27])[C:9]2=[O:19])=[C:4]([N+:20]([O-:22])=[O:21])[CH:3]=1. The catalyst class is: 9. (10) Reactant: [F:1][C:2]1[C:3]([CH2:10][CH2:11][C:12]2[NH:16][N:15]=[C:14]([NH2:17])[CH:13]=2)=[CH:4][C:5]([O:8][CH3:9])=[N:6][CH:7]=1.[Cl:18][C:19]1[CH:24]=[CH:23][N:22]=[C:21]([NH:25][CH2:26][C:27]2[O:31][N:30]=[C:29]([CH3:32])[CH:28]=2)[N:20]=1. Product: [ClH:18].[F:1][C:2]1[C:3]([CH2:10][CH2:11][C:12]2[NH:16][N:15]=[C:14]([NH:17][C:19]3[CH:24]=[CH:23][N:22]=[C:21]([NH:25][CH2:26][C:27]4[O:31][N:30]=[C:29]([CH3:32])[CH:28]=4)[N:20]=3)[CH:13]=2)=[CH:4][C:5]([O:8][CH3:9])=[N:6][CH:7]=1. The catalyst class is: 8.